This data is from Full USPTO retrosynthesis dataset with 1.9M reactions from patents (1976-2016). The task is: Predict the reactants needed to synthesize the given product. (1) Given the product [CH3:13][O:14][CH2:15][CH2:16][C:17]1[CH:18]=[C:19]([NH:20][C:2]2[N:3]=[N+:4]([O-:12])[C:5]3[CH:11]=[CH:10][CH:9]=[CH:8][C:6]=3[N:7]=2)[CH:21]=[CH:22][CH:23]=1, predict the reactants needed to synthesize it. The reactants are: Cl[C:2]1[N:3]=[N+:4]([O-:12])[C:5]2[CH:11]=[CH:10][CH:9]=[CH:8][C:6]=2[N:7]=1.[CH3:13][O:14][CH2:15][CH2:16][C:17]1[CH:18]=[C:19]([CH:21]=[CH:22][CH:23]=1)[NH2:20]. (2) Given the product [Br:1][C:2]1[CH:7]=[CH:6][C:5]([S:8][CH3:15])=[CH:4][C:3]=1[F:9], predict the reactants needed to synthesize it. The reactants are: [Br:1][C:2]1[CH:7]=[CH:6][C:5]([SH:8])=[CH:4][C:3]=1[F:9].[H-].[Na+].IC.Cl[CH2:15]Cl. (3) Given the product [CH3:10][O:11][C:12]1[CH:19]=[CH:18][C:15]([CH2:16][S:9][C:4]2[CH:5]=[CH:6][CH:7]=[CH:8][C:3]=2[CH2:2][Br:30])=[CH:14][CH:13]=1, predict the reactants needed to synthesize it. The reactants are: O[CH2:2][C:3]1[CH:8]=[CH:7][CH:6]=[CH:5][C:4]=1[SH:9].[CH3:10][O:11][C:12]1[CH:19]=[CH:18][C:15]([CH2:16]Cl)=[CH:14][CH:13]=1.CCN(C(C)C)C(C)C.C(Br)(Br)(Br)[Br:30].C1(P(C2C=CC=CC=2)C2C=CC=CC=2)C=CC=CC=1. (4) Given the product [C:1]([C:3]([CH3:15])([CH3:16])[CH:4]([OH:14])[CH:5]([CH3:13])[C:6]([O:8][C:9]([CH3:11])([CH3:10])[CH3:12])=[O:7])#[N:2], predict the reactants needed to synthesize it. The reactants are: [C:1]([C:3]([CH3:16])([CH3:15])[C:4](=[O:14])[CH:5]([CH3:13])[C:6]([O:8][C:9]([CH3:12])([CH3:11])[CH3:10])=[O:7])#[N:2].[BH4-].[Na+].Cl.C(=O)([O-])O.[Na+]. (5) Given the product [CH:2]1([CH2:5][O:6][C:7]2[CH:8]=[CH:9][C:10]3[C:14]([CH:15]=2)=[N:13][N:12]([C:16]2[CH:26]=[CH:25][C:19]([O:20][CH2:21][C@@H:22]([NH:24][C:29]([NH:28][CH3:27])=[O:30])[CH3:23])=[CH:18][CH:17]=2)[CH:11]=3)[CH2:4][CH2:3]1, predict the reactants needed to synthesize it. The reactants are: Cl.[CH:2]1([CH2:5][O:6][C:7]2[CH:8]=[CH:9][C:10]3[C:14]([CH:15]=2)=[N:13][N:12]([C:16]2[CH:26]=[CH:25][C:19]([O:20][CH2:21][C@@H:22]([NH2:24])[CH3:23])=[CH:18][CH:17]=2)[CH:11]=3)[CH2:4][CH2:3]1.[CH3:27][N:28]=[C:29]=[O:30].C(N(CC)CC)C. (6) Given the product [CH3:14][NH:13][C:11]([C:10]1[CH:15]=[CH:16][CH:17]=[CH:18][C:9]=1[NH:8][C:6]1[C:5]([C:19]([F:22])([F:21])[F:20])=[CH:4][N:3]=[C:2]([NH:23][C:24]2[CH:25]=[CH:26][C:27]([CH2:28][P:29](=[O:40])([O:30][CH2:31][CH2:32][O:33][CH3:34])[O:35][CH2:36][CH2:37][O:38][CH3:39])=[CH:41][CH:42]=2)[N:7]=1)=[O:12], predict the reactants needed to synthesize it. The reactants are: Cl[C:2]1[N:7]=[C:6]([NH:8][C:9]2[CH:18]=[CH:17][CH:16]=[CH:15][C:10]=2[C:11]([NH:13][CH3:14])=[O:12])[C:5]([C:19]([F:22])([F:21])[F:20])=[CH:4][N:3]=1.[NH2:23][C:24]1[CH:42]=[CH:41][C:27]([CH2:28][P:29](=[O:40])([O:35][CH2:36][CH2:37][O:38][CH3:39])[O:30][CH2:31][CH2:32][O:33][CH3:34])=[CH:26][CH:25]=1. (7) Given the product [F:1][C:46]1[CH:47]=[CH:48][C:49]([O:56][CH:57]([CH:22]2[CH2:21][N:20]([C:19]3[CH:15]=[CH:16][CH:17]=[CH:12][CH:18]=3)[CH2:25][CH2:24][NH:23]2)[CH3:59])=[CH:50][CH:51]=1, predict the reactants needed to synthesize it. The reactants are: [F:1]C(F)(F)C1C=CC(O)=CC=1.[C:12]1([CH:18](O)[CH2:19][N:20]2[CH2:25][CH2:24][NH:23][CH2:22][CH:21]2C2C=CC=CC=2)[CH:17]=[CH:16][CH:15]=CC=1.[C:46]1(P([C:46]2[CH:51]=[CH:50][CH:49]=[CH:48][CH:47]=2)[C:46]2[CH:51]=[CH:50][CH:49]=[CH:48][CH:47]=2)[CH:51]=[CH:50][CH:49]=[CH:48][CH:47]=1.N(C(OC(C)C)=O)=NC([O:56][CH:57]([CH3:59])C)=O.CC(OC(/N=N/C(OC(C)C)=O)=O)C.